Task: Regression/Classification. Given a drug SMILES string, predict its absorption, distribution, metabolism, or excretion properties. Task type varies by dataset: regression for continuous measurements (e.g., permeability, clearance, half-life) or binary classification for categorical outcomes (e.g., BBB penetration, CYP inhibition). Dataset: cyp2c9_substrate_carbonmangels.. Dataset: CYP2C9 substrate classification data from Carbon-Mangels et al. (1) The molecule is O=[P@]1(N(CCCl)CCCl)NCCCO1. The result is 1 (substrate). (2) The molecule is CCCC(C(=O)OCCN(CC)CC)(c1ccccc1)c1ccccc1. The result is 0 (non-substrate). (3) The molecule is CCN(CC)Cc1cc(Nc2ccnc3cc(Cl)ccc23)ccc1O. The result is 0 (non-substrate). (4) The molecule is C[C@@](Cc1ccccc1)(NC(=O)CN)c1ccccc1. The result is 0 (non-substrate). (5) The compound is Clc1ccc([C@@H](Cn2ccnc2)OCc2ccsc2Cl)c(Cl)c1. The result is 0 (non-substrate). (6) The molecule is CN(CCOc1ccc(NS(C)(=O)=O)cc1)CCc1ccc(NS(C)(=O)=O)cc1. The result is 0 (non-substrate). (7) The compound is C[C@H]1C[C@H]2[C@@H]3CCC4=CC(=O)C=C[C@]4(C)[C@@]3(F)[C@@H](O)C[C@]2(C)[C@@]1(O)C(=O)CO. The result is 0 (non-substrate). (8) The drug is CCOc1cc(CC(=O)N[C@@H](CC(C)C)c2ccccc2N2CCCCC2)ccc1C(=O)O. The result is 1 (substrate). (9) The molecule is COCCCOc1ccnc(C[S@@H](=O)c2nc3ccccc3[nH]2)c1C. The result is 0 (non-substrate). (10) The drug is O=C(O)COc1ccc(C(=O)c2cccs2)c(Cl)c1Cl. The result is 1 (substrate).